Dataset: Peptide-MHC class I binding affinity with 185,985 pairs from IEDB/IMGT. Task: Regression. Given a peptide amino acid sequence and an MHC pseudo amino acid sequence, predict their binding affinity value. This is MHC class I binding data. (1) The peptide sequence is RGQYSGFVR. The MHC is HLA-A68:01 with pseudo-sequence HLA-A68:01. The binding affinity (normalized) is 0.369. (2) The peptide sequence is ITTEQYAWF. The MHC is HLA-A26:01 with pseudo-sequence HLA-A26:01. The binding affinity (normalized) is 0.566. (3) The peptide sequence is FLRDNRAVL. The MHC is HLA-B18:01 with pseudo-sequence HLA-B18:01. The binding affinity (normalized) is 0.0847.